This data is from Catalyst prediction with 721,799 reactions and 888 catalyst types from USPTO. The task is: Predict which catalyst facilitates the given reaction. (1) Reactant: [CH3:1][O:2][C:3]1[CH:4]=[C:5]2[C:10](=[CH:11][C:12]=1[O:13][CH3:14])[N:9]=[CH:8][CH:7]=[C:6]2[O:15][C:16]1[CH:22]=[CH:21][C:19]([NH2:20])=[CH:18][CH:17]=1.C(N(CC)CC)C.ClC(Cl)(O[C:34](=[O:40])OC(Cl)(Cl)Cl)Cl.[N:42]1([CH2:47][CH2:48][NH2:49])[CH2:46][CH2:45][CH2:44][CH2:43]1. Product: [CH3:1][O:2][C:3]1[CH:4]=[C:5]2[C:10](=[CH:11][C:12]=1[O:13][CH3:14])[N:9]=[CH:8][CH:7]=[C:6]2[O:15][C:16]1[CH:22]=[CH:21][C:19]([NH:20][C:34]([NH:49][CH2:48][CH2:47][N:42]2[CH2:46][CH2:45][CH2:44][CH2:43]2)=[O:40])=[CH:18][CH:17]=1. The catalyst class is: 146. (2) Reactant: [C:1](=[N:14][NH2:15])([C:8]1[CH:13]=[CH:12][CH:11]=[CH:10][CH:9]=1)[C:2]1[CH:7]=[CH:6][CH:5]=[CH:4][CH:3]=1.[CH3:16][C:17]([C:19]1[CH:24]=[CH:23][C:22]([C:25]([F:28])([F:27])[F:26])=[CH:21][CH:20]=1)=O.C(Cl)(Cl)Cl. Product: [C:2]1([C:1]([C:8]2[CH:9]=[CH:10][CH:11]=[CH:12][CH:13]=2)=[N:14][N:15]=[C:17]([C:19]2[CH:20]=[CH:21][C:22]([C:25]([F:26])([F:27])[F:28])=[CH:23][CH:24]=2)[CH3:16])[CH:7]=[CH:6][CH:5]=[CH:4][CH:3]=1. The catalyst class is: 4. (3) Reactant: [C:1]1([C:7]2[C:11]([CH2:12][CH2:13][CH2:14][OH:15])=[CH:10][N:9]([C:16]3[CH:21]=[CH:20][C:19]([C:22]([F:25])([F:24])[F:23])=[CH:18][N:17]=3)[N:8]=2)[CH:6]=[CH:5][CH:4]=[CH:3][CH:2]=1.O[C:27]1[C:32]([O:33][CH3:34])=[CH:31][CH:30]=[CH:29][C:28]=1[CH2:35][C:36]([O:38]C)=[O:37].C(P(CCCC)CCCC)CCC.N(C(N1CCCCC1)=O)=NC(N1CCCCC1)=O. Product: [CH3:34][O:33][C:32]1[C:27]([O:15][CH2:14][CH2:13][CH2:12][C:11]2[C:7]([C:1]3[CH:2]=[CH:3][CH:4]=[CH:5][CH:6]=3)=[N:8][N:9]([C:16]3[CH:21]=[CH:20][C:19]([C:22]([F:24])([F:23])[F:25])=[CH:18][N:17]=3)[CH:10]=2)=[C:28]([CH2:35][C:36]([OH:38])=[O:37])[CH:29]=[CH:30][CH:31]=1. The catalyst class is: 7. (4) Reactant: [C:1]1([CH:7]2[S:12][CH2:11][CH2:10][CH2:9][S:8]2)[CH:6]=[CH:5][CH:4]=[CH:3][CH:2]=1.C([N-]C(C)C)(C)C.[Li+].C1C[O:24][CH2:23][CH2:22]1.CCCCCCC.C(C1C=CC=CC=1)C.[O:41]=[C:42]1[CH2:47][CH2:46][CH2:45][CH:44]([NH:48][C:49](=[O:55])[O:50][C:51]([CH3:54])([CH3:53])[CH3:52])[CH2:43]1.C(OC(=O)C)(=O)C. Product: [C:23]([O:41][C:42]1([C:7]2([C:1]3[CH:2]=[CH:3][CH:4]=[CH:5][CH:6]=3)[S:8][CH2:9][CH2:10][CH2:11][S:12]2)[CH2:47][CH2:46][CH2:45][CH:44]([NH:48][C:49]([O:50][C:51]([CH3:52])([CH3:54])[CH3:53])=[O:55])[CH2:43]1)(=[O:24])[CH3:22]. The catalyst class is: 20. (5) Reactant: [CH3:1][C:2]([CH3:56])([CH2:10][C:11]([O:13][C@H:14]1[CH2:31][CH2:30][C@@:29]2([CH3:32])[C@@H:16]([CH2:17][CH2:18][C@:19]3([CH3:53])[C@@H:28]2[CH2:27][CH2:26][C@H:25]2[C@@:20]3([CH3:52])[CH2:21][CH2:22][C@@:23]3(/[CH:40]=[CH:41]/[C:42]([NH:44][C:45]4[CH:50]=[CH:49][C:48]([Cl:51])=[CH:47][CH:46]=4)=[O:43])[CH2:35][C:34](=[O:36])[C:33]([CH:37]([CH3:39])[CH3:38])=[C:24]32)[C:15]1([CH3:55])[CH3:54])=[O:12])[C:3]([O:5]C(C)(C)C)=[O:4].[C:57]([OH:63])([C:59]([F:62])([F:61])[F:60])=[O:58].CC#N. Product: [C:57]([OH:63])([C:59]([F:62])([F:61])[F:60])=[O:58].[OH2:4].[Cl:51][C:48]1[CH:49]=[CH:50][C:45]([NH:44][C:42](=[O:43])/[CH:41]=[CH:40]/[C@:23]23[CH2:35][C:34](=[O:36])[C:33]([CH:37]([CH3:38])[CH3:39])=[C:24]2[C@@H:25]2[C@@:20]([CH3:52])([CH2:21][CH2:22]3)[C@@:19]3([CH3:53])[C@@H:28]([C@:29]4([CH3:32])[C@@H:16]([CH2:17][CH2:18]3)[C:15]([CH3:54])([CH3:55])[C@@H:14]([O:13][C:11](=[O:12])[CH2:10][C:2]([CH3:1])([CH3:56])[C:3]([OH:5])=[O:4])[CH2:31][CH2:30]4)[CH2:27][CH2:26]2)=[CH:46][CH:47]=1. The catalyst class is: 4. (6) Product: [Br:16][CH2:1][C:2]1[CH:15]=[CH:14][C:5]([C:6]([C:8]2[CH:13]=[CH:12][CH:11]=[CH:10][CH:9]=2)=[O:7])=[CH:4][CH:3]=1. Reactant: [CH3:1][C:2]1[CH:15]=[CH:14][C:5]([C:6]([C:8]2[CH:13]=[CH:12][CH:11]=[CH:10][CH:9]=2)=[O:7])=[CH:4][CH:3]=1.[Br:16]Br. The catalyst class is: 48. (7) Reactant: CC(C)([O-])C.[K+].C[O:8][C:9](=[O:34])[C:10]1[CH:15]=[CH:14][C:13]([CH2:16][C:17]([C:19]2[C:24]([O:25][CH3:26])=[CH:23][CH:22]=[C:21]([C:27]3[S:28][CH:29]=[CH:30][CH:31]=3)[C:20]=2[O:32][CH3:33])=[O:18])=[CH:12][CH:11]=1. Product: [CH3:33][O:32][C:20]1[C:21]([C:27]2[S:28][CH:29]=[CH:30][CH:31]=2)=[CH:22][CH:23]=[C:24]([O:25][CH3:26])[C:19]=1[C:17](=[O:18])[CH2:16][C:13]1[CH:12]=[CH:11][C:10]([C:9]([OH:34])=[O:8])=[CH:15][CH:14]=1. The catalyst class is: 20.